From a dataset of Catalyst prediction with 721,799 reactions and 888 catalyst types from USPTO. Predict which catalyst facilitates the given reaction. Reactant: [F:1][C:2]1[CH:3]=[C:4]2[C:8](=[CH:9][CH:10]=1)[NH:7][C:6](=[O:11])[C:5]2=[O:12].[N+:13]([O-])([OH:15])=[O:14]. Product: [F:1][C:2]1[CH:3]=[C:4]2[C:8](=[C:9]([N+:13]([O-:15])=[O:14])[CH:10]=1)[NH:7][C:6](=[O:11])[C:5]2=[O:12]. The catalyst class is: 82.